Dataset: Forward reaction prediction with 1.9M reactions from USPTO patents (1976-2016). Task: Predict the product of the given reaction. (1) The product is: [F:10][C:11]1[CH:12]=[C:13]([C@:27]2([S:39]([C:42]3[CH:47]=[CH:46][C:45]([F:48])=[CH:44][CH:43]=3)(=[O:41])=[O:40])[CH2:31][CH2:30][N:29]([C:32]([O:34][C:35]([CH3:36])([CH3:38])[CH3:37])=[O:33])[CH2:28]2)[CH:14]=[CH:15][C:16]=1[C:17]([F:7])([C:22]([F:24])([F:25])[F:23])[C:18]([F:19])([F:21])[F:20]. Given the reactants CCN(S(F)(F)[F:7])CC.[F:10][C:11]1[CH:12]=[C:13]([C@:27]2([S:39]([C:42]3[CH:47]=[CH:46][C:45]([F:48])=[CH:44][CH:43]=3)(=[O:41])=[O:40])[CH2:31][CH2:30][N:29]([C:32]([O:34][C:35]([CH3:38])([CH3:37])[CH3:36])=[O:33])[CH2:28]2)[CH:14]=[CH:15][C:16]=1[C:17](O)([C:22]([F:25])([F:24])[F:23])[C:18]([F:21])([F:20])[F:19], predict the reaction product. (2) Given the reactants [C:1]([O:5][C:6]([CH2:8][N:9]1[CH2:20][CH2:19][N:18](CC(O)=O)[CH2:17][CH2:16][N:15]([CH2:25][C:26]([O:28][C:29]([CH3:32])([CH3:31])[CH3:30])=[O:27])[CH2:14][CH2:13][N:12](CC(O)=O)[CH2:11][CH2:10]1)=[O:7])([CH3:4])([CH3:3])[CH3:2].C(CN=C=NC)C.[OH:44][C:45]1C2N=NNC=2C=C[CH:46]=1.Cl.Cl.[CH3:56][C:57]1[N:58]([CH2:65][CH2:66][NH2:67])[C:59]([N+:62]([O-:64])=[O:63])=[CH:60][N:61]=1, predict the reaction product. The product is: [CH3:56][C:57]1[N:58]([CH2:65][CH2:66][NH:67][C:45]([CH2:46][CH:16]2[CH2:17][NH:18][CH2:19][CH2:20][N:9]([CH2:8][C:6]([O:5][C:1]([CH3:2])([CH3:3])[CH3:4])=[O:7])[CH2:10][CH2:11][NH:12][CH2:13][CH2:14][N:15]2[CH2:25][C:26]([O:28][C:29]([CH3:31])([CH3:32])[CH3:30])=[O:27])=[O:44])[C:59]([N+:62]([O-:64])=[O:63])=[CH:60][N:61]=1. (3) Given the reactants [Cl:1][C:2]1[CH:7]=[CH:6][C:5]([C:8]2[S:9][C:10]([C:19](=[N:28][O:29][CH2:30][CH3:31])[C:20]3[CH:25]=[CH:24][C:23]([O:26][CH3:27])=[CH:22][CH:21]=3)=[CH:11][C:12]=2[CH2:13][C:14]([O:16]CC)=[O:15])=[CH:4][CH:3]=1.[OH-].[Na+].Cl, predict the reaction product. The product is: [Cl:1][C:2]1[CH:3]=[CH:4][C:5]([C:8]2[S:9][C:10]([C:19](=[N:28][O:29][CH2:30][CH3:31])[C:20]3[CH:25]=[CH:24][C:23]([O:26][CH3:27])=[CH:22][CH:21]=3)=[CH:11][C:12]=2[CH2:13][C:14]([OH:16])=[O:15])=[CH:6][CH:7]=1. (4) Given the reactants [C:1]([OH:6])(=[O:5])[C:2]([OH:4])=[O:3].[Cl:7][CH2:8][CH2:9][CH2:10][N:11]1[CH2:14][CH:13]([O:15][C:16]([C:29]2[CH:34]=[CH:33][CH:32]=[CH:31][CH:30]=2)([C:23]2[CH:28]=[CH:27][CH:26]=[CH:25][CH:24]=2)[C:17]2[CH:22]=[CH:21][CH:20]=[CH:19][CH:18]=2)[CH2:12]1, predict the reaction product. The product is: [C:1]([OH:6])(=[O:5])[C:2]([OH:4])=[O:3].[Cl:7][CH2:8][CH2:9][CH2:10][N:11]1[CH2:12][CH:13]([O:15][C:16]([C:29]2[CH:34]=[CH:33][CH:32]=[CH:31][CH:30]=2)([C:23]2[CH:24]=[CH:25][CH:26]=[CH:27][CH:28]=2)[C:17]2[CH:22]=[CH:21][CH:20]=[CH:19][CH:18]=2)[CH2:14]1.